The task is: Predict the reactants needed to synthesize the given product.. This data is from Full USPTO retrosynthesis dataset with 1.9M reactions from patents (1976-2016). (1) Given the product [C:56]1([N:14]([C:8]2[CH:9]=[CH:10][CH:11]=[CH:12][CH:13]=2)[C:15]([C:17]2[C:25]3[C:20](=[CH:21][CH:22]=[CH:23][CH:24]=3)[N:19]([C:26]3[CH:52]=[C:51]([O:53][CH3:54])[C:50]([O:55][S:62]([C:65]([F:68])([F:67])[F:66])(=[O:64])=[O:63])=[CH:49][C:27]=3[C:28]([N:30]3[C@H:39]([CH2:40][NH:41][C:42](=[O:48])[O:43][C:44]([CH3:45])([CH3:47])[CH3:46])[CH2:38][C:37]4[C:32](=[CH:33][CH:34]=[CH:35][CH:36]=4)[CH2:31]3)=[O:29])[N:18]=2)=[O:16])[CH:61]=[CH:60][CH:59]=[CH:58][CH:57]=1, predict the reactants needed to synthesize it. The reactants are: C(N(CC)CC)C.[C:8]1([N:14]([C:56]2[CH:61]=[CH:60][CH:59]=[CH:58][CH:57]=2)[C:15]([C:17]2[C:25]3[C:20](=[CH:21][CH:22]=[CH:23][CH:24]=3)[N:19]([C:26]3[CH:52]=[C:51]([O:53][CH3:54])[C:50]([OH:55])=[CH:49][C:27]=3[C:28]([N:30]3[C@H:39]([CH2:40][NH:41][C:42](=[O:48])[O:43][C:44]([CH3:47])([CH3:46])[CH3:45])[CH2:38][C:37]4[C:32](=[CH:33][CH:34]=[CH:35][CH:36]=4)[CH2:31]3)=[O:29])[N:18]=2)=[O:16])[CH:13]=[CH:12][CH:11]=[CH:10][CH:9]=1.[S:62](O[S:62]([C:65]([F:68])([F:67])[F:66])(=[O:64])=[O:63])([C:65]([F:68])([F:67])[F:66])(=[O:64])=[O:63]. (2) Given the product [F:20][C:19]([F:22])([F:21])[C:16]1[N:15]=[C:14]([C:5]2[C:6]3[CH2:13][CH2:12][CH2:11][CH2:10][CH2:9][C:7]=3[S:8][C:4]=2[NH:1][C:2]([N:23]2[CH2:30][CH2:29][CH2:28][C@@H:24]2[C:25]([OH:27])=[O:26])=[O:3])[O:18][N:17]=1, predict the reactants needed to synthesize it. The reactants are: [N:1]([C:4]1[S:8][C:7]2[CH2:9][CH2:10][CH2:11][CH2:12][CH2:13][C:6]=2[C:5]=1[C:14]1[O:18][N:17]=[C:16]([C:19]([F:22])([F:21])[F:20])[N:15]=1)=[C:2]=[O:3].[NH:23]1[CH2:30][CH2:29][CH2:28][C@@H:24]1[C:25]([OH:27])=[O:26].